The task is: Predict the reactants needed to synthesize the given product.. This data is from Full USPTO retrosynthesis dataset with 1.9M reactions from patents (1976-2016). (1) Given the product [F:1][C:2]1[CH:3]=[CH:4][C:5]([C:8]2[C:12]([C:13]3[CH:18]=[CH:17][N:16]=[C:15]([N:19]([CH2:20][C:21]4[CH:22]=[CH:23][CH:24]=[CH:25][CH:26]=4)[C:27](=[O:29])[CH3:28])[N:14]=3)=[CH:11][NH:10][N:9]=2)=[CH:6][CH:7]=1, predict the reactants needed to synthesize it. The reactants are: [F:1][C:2]1[CH:7]=[CH:6][C:5]([C:8]2[C:12]([C:13]3[CH:18]=[CH:17][N:16]=[C:15]([NH:19][CH2:20][C:21]4[CH:26]=[CH:25][CH:24]=[CH:23][CH:22]=4)[N:14]=3)=[CH:11][NH:10][N:9]=2)=[CH:4][CH:3]=1.[C:27](OC(=O)C)(=[O:29])[CH3:28].C(N(CC)CC)C. (2) Given the product [F:2][C:3]1[CH:8]=[CH:7][C:6]([F:9])=[CH:5][C:4]=1[C@H:10]1[CH2:14][C@H:13]([F:15])[CH2:12][N:11]1[C:17]1[CH:22]=[CH:21][N:20]2[N:23]=[CH:24][C:25]([C:26]([O:28][CH2:29][CH3:30])=[O:27])=[C:19]2[CH:18]=1, predict the reactants needed to synthesize it. The reactants are: Cl.[F:2][C:3]1[CH:8]=[CH:7][C:6]([F:9])=[CH:5][C:4]=1[C@H:10]1[CH2:14][C@H:13]([F:15])[CH2:12][NH:11]1.Br[C:17]1[CH:22]=[CH:21][N:20]2[N:23]=[CH:24][C:25]([C:26]([O:28][CH2:29][CH3:30])=[O:27])=[C:19]2[CH:18]=1. (3) Given the product [F:1][CH:2]([F:10])[C:3](=[O:9])[CH2:4][C:5]([O:7][CH3:8])=[O:6], predict the reactants needed to synthesize it. The reactants are: [F:1][CH:2]([F:10])[C:3]([OH:9])=[CH:4][C:5]([O:7][CH3:8])=[O:6]. (4) Given the product [Br:57][C:58]1[CH:70]=[CH:69][CH:68]=[CH:67][C:59]=1[O:60][CH:61]1[CH2:66][CH2:65][N:64]([C:16](=[O:18])[CH2:15][NH:14][C:12]([C:9]2[CH:8]=[C:7]([C:1]3[CH:2]=[CH:3][CH:4]=[CH:5][CH:6]=3)[NH:11][N:10]=2)=[O:13])[CH2:63][CH2:62]1, predict the reactants needed to synthesize it. The reactants are: [C:1]1([C:7]2[NH:11][N:10]=[C:9]([C:12]([NH:14][CH2:15][C:16]([OH:18])=O)=[O:13])[CH:8]=2)[CH:6]=[CH:5][CH:4]=[CH:3][CH:2]=1.CCN(C(C)C)C(C)C.C1C=CC2N(O)N=NC=2C=1.CCN=C=NCCCN(C)C.Cl.FC(F)(F)C(O)=O.[Br:57][C:58]1[CH:70]=[CH:69][CH:68]=[CH:67][C:59]=1[O:60][CH:61]1[CH2:66][CH2:65][NH:64][CH2:63][CH2:62]1. (5) Given the product [ClH:42].[C@H:26]12[CH2:31][C@H:29]([NH:28][CH2:27]1)[CH2:30][N:25]2[C:22]1[CH:23]=[CH:24][C:19]([C:18]2[N:13]3[N:12]=[C:11]([C:36]4[CH:37]=[CH:38][N:39]=[CH:40][CH:41]=4)[C:10]([C:5]4[CH:6]=[CH:7][CH:8]=[C:9]5[C:4]=4[CH:3]=[N:2][NH:1]5)=[C:14]3[N:15]=[CH:16][CH:17]=2)=[C:20]([CH3:35])[CH:21]=1, predict the reactants needed to synthesize it. The reactants are: [NH:1]1[C:9]2[C:4](=[C:5]([C:10]3[C:11]([C:36]4[CH:41]=[CH:40][N:39]=[CH:38][CH:37]=4)=[N:12][N:13]4[C:18]([C:19]5[CH:24]=[CH:23][C:22]([N:25]6[CH2:30][CH:29]7[CH2:31][CH:26]6[CH2:27][N:28]7C([O-])=O)=[CH:21][C:20]=5[CH3:35])=[CH:17][CH:16]=[N:15][C:14]=34)[CH:6]=[CH:7][CH:8]=2)[CH:3]=[N:2]1.[ClH:42]. (6) Given the product [F:54][C:46]1([CH3:53])[C:47]2[C:52](=[CH:51][CH:50]=[CH:49][CH:48]=2)[N:44]([CH2:43][CH2:42][CH2:41][N:15]2[CH2:14][CH2:13][C:12]3([N:8]([C:5]4[CH:4]=[CH:3][C:2]([F:1])=[CH:7][CH:6]=4)[CH2:9][N:10]([CH2:19][C:20]4[CH:21]=[C:22]([CH:30]=[CH:31][CH:32]=4)[C:23]([O:25][C:26]([CH3:27])([CH3:28])[CH3:29])=[O:24])[C:11]3=[O:18])[CH2:17][CH2:16]2)[C:45]1=[O:55], predict the reactants needed to synthesize it. The reactants are: [F:1][C:2]1[CH:7]=[CH:6][C:5]([N:8]2[C:12]3([CH2:17][CH2:16][NH:15][CH2:14][CH2:13]3)[C:11](=[O:18])[N:10]([CH2:19][C:20]3[CH:21]=[C:22]([CH:30]=[CH:31][CH:32]=3)[C:23]([O:25][C:26]([CH3:29])([CH3:28])[CH3:27])=[O:24])[CH2:9]2)=[CH:4][CH:3]=1.[I-].[Na+].C(=O)(O)[O-].[K+].Cl[CH2:41][CH2:42][CH2:43][N:44]1[C:52]2[C:47](=[CH:48][CH:49]=[CH:50][CH:51]=2)[C:46]([F:54])([CH3:53])[C:45]1=[O:55]. (7) Given the product [CH2:5]([C@H:4]([NH:12][C:13](=[O:22])[O:14][CH2:15][C:16]1[CH:21]=[CH:20][CH:19]=[CH:18][CH:17]=1)[C@H:2]([OH:1])[CH2:3][NH:33][CH2:23][C:32]1[CH:31]=[CH:30][CH:29]=[C:28]([O:36][CH3:34])[CH:27]=1)[C:6]1[CH:11]=[CH:10][CH:9]=[CH:8][CH:7]=1, predict the reactants needed to synthesize it. The reactants are: [O:1]1[CH2:3][C@@H:2]1[C@@H:4]([NH:12][C:13](=[O:22])[O:14][CH2:15][C:16]1[CH:21]=[CH:20][CH:19]=[CH:18][CH:17]=1)[CH2:5][C:6]1[CH:11]=[CH:10][CH:9]=[CH:8][CH:7]=1.[C@@H:23]1([NH2:33])[C:32]2[C:27](=[CH:28][CH:29]=[CH:30][CH:31]=2)CCC1.[CH2:34]([OH:36])C.